Dataset: Peptide-MHC class I binding affinity with 185,985 pairs from IEDB/IMGT. Task: Regression. Given a peptide amino acid sequence and an MHC pseudo amino acid sequence, predict their binding affinity value. This is MHC class I binding data. (1) The peptide sequence is NYTQHTSSM. The MHC is HLA-A24:02 with pseudo-sequence HLA-A24:02. The binding affinity (normalized) is 0. (2) The peptide sequence is IAMGLVFICV. The MHC is HLA-A24:02 with pseudo-sequence HLA-A24:02. The binding affinity (normalized) is 0.